This data is from NCI-60 drug combinations with 297,098 pairs across 59 cell lines. The task is: Regression. Given two drug SMILES strings and cell line genomic features, predict the synergy score measuring deviation from expected non-interaction effect. (1) Drug 1: COC1=CC(=CC(=C1O)OC)C2C3C(COC3=O)C(C4=CC5=C(C=C24)OCO5)OC6C(C(C7C(O6)COC(O7)C8=CC=CS8)O)O. Drug 2: CN1C(=O)N2C=NC(=C2N=N1)C(=O)N. Cell line: SN12C. Synergy scores: CSS=40.2, Synergy_ZIP=-3.44, Synergy_Bliss=-0.625, Synergy_Loewe=-57.0, Synergy_HSA=-0.123. (2) Drug 1: CC1=CC2C(CCC3(C2CCC3(C(=O)C)OC(=O)C)C)C4(C1=CC(=O)CC4)C. Drug 2: C1CN(CCN1C(=O)CCBr)C(=O)CCBr. Cell line: SW-620. Synergy scores: CSS=22.3, Synergy_ZIP=-4.33, Synergy_Bliss=3.22, Synergy_Loewe=-0.260, Synergy_HSA=0.254. (3) Drug 1: CC12CCC(CC1=CCC3C2CCC4(C3CC=C4C5=CN=CC=C5)C)O. Drug 2: COCCOC1=C(C=C2C(=C1)C(=NC=N2)NC3=CC=CC(=C3)C#C)OCCOC.Cl. Cell line: HS 578T. Synergy scores: CSS=14.4, Synergy_ZIP=5.75, Synergy_Bliss=12.1, Synergy_Loewe=8.24, Synergy_HSA=8.41. (4) Drug 1: CCCS(=O)(=O)NC1=C(C(=C(C=C1)F)C(=O)C2=CNC3=C2C=C(C=N3)C4=CC=C(C=C4)Cl)F. Drug 2: C(CCl)NC(=O)N(CCCl)N=O. Cell line: SNB-19. Synergy scores: CSS=-5.23, Synergy_ZIP=0.538, Synergy_Bliss=-1.46, Synergy_Loewe=-8.31, Synergy_HSA=-5.18.